This data is from Full USPTO retrosynthesis dataset with 1.9M reactions from patents (1976-2016). The task is: Predict the reactants needed to synthesize the given product. (1) Given the product [CH2:9]([N:16]1[CH2:22][CH:4]2[C:3](=[O:8])[CH2:7][CH2:6][CH:5]2[CH2:17]1)[C:10]1[CH:15]=[CH:14][CH:13]=[CH:12][CH:11]=1, predict the reactants needed to synthesize it. The reactants are: N#N.[C:3]1(=[O:8])[CH2:7][CH2:6][CH:5]=[CH:4]1.[CH2:9]([N:16]([CH2:22]OC)[CH2:17][Si](C)(C)C)[C:10]1[CH:15]=[CH:14][CH:13]=[CH:12][CH:11]=1.O. (2) The reactants are: [N:1]1[C:10]2[C:5](=[CH:6][CH:7]=[CH:8][CH:9]=2)[CH:4]=[CH:3][C:2]=1/[CH:11]=[CH:12]/[C:13]1[S:14][CH:15]=[C:16]([C:18]([O-:20])=[O:19])[N:17]=1.[OH-].[Na+]. Given the product [N:1]1[C:10]2[C:5](=[CH:6][CH:7]=[CH:8][CH:9]=2)[CH:4]=[CH:3][C:2]=1/[CH:11]=[CH:12]/[C:13]1[S:14][CH:15]=[C:16]([C:18]([OH:20])=[O:19])[N:17]=1, predict the reactants needed to synthesize it. (3) Given the product [NH2:4][C:5]1[CH:18]=[CH:17][C:8]([C:9]([NH:11][C:12]2[S:13][CH:14]=[CH:15][N:16]=2)=[O:10])=[C:7]([CH3:19])[CH:6]=1, predict the reactants needed to synthesize it. The reactants are: C([NH:4][C:5]1[CH:18]=[CH:17][C:8]([C:9]([NH:11][C:12]2[S:13][CH:14]=[CH:15][N:16]=2)=[O:10])=[C:7]([CH3:19])[CH:6]=1)(=O)C.[OH-].[Na+]. (4) Given the product [F:1][C:2]1[CH:3]=[C:4]([CH2:5][CH2:6][NH:7][C:23]([C:25]2[S:26][CH:27]=[CH:28][C:29]=2[NH:30][C:31]2[C:32]3[CH:39]=[CH:38][NH:37][C:33]=3[N:34]=[CH:35][N:36]=2)=[O:24])[CH:8]=[CH:9][CH:10]=1, predict the reactants needed to synthesize it. The reactants are: [F:1][C:2]1[CH:3]=[C:4]([CH:8]=[CH:9][CH:10]=1)[CH2:5][CH2:6][NH2:7].C[Al](C)C.C(N[C:23]([C:25]1[S:26][CH:27]=[CH:28][C:29]=1[NH:30][C:31]1[C:32]2[CH:39]=[CH:38][NH:37][C:33]=2[N:34]=[CH:35][N:36]=1)=[O:24])C1C=CC=CC=1.O. (5) Given the product [Br:27][C:28]1[CH:36]=[CH:35][CH:34]=[C:33]2[C:29]=1[C:30]([C:44]1[C:45]([OH:55])=[CH:46][C:47]3[O:51][C:50]([CH3:52])([CH3:53])[CH2:49][C:48]=3[CH:54]=1)([CH2:5][OH:16])[C:31](=[O:43])[N:32]2[CH2:37][C:38]([O:40][CH2:41][CH3:42])=[O:39], predict the reactants needed to synthesize it. The reactants are: BrC1C=CC=C2C=1C(C1C(O)=CC3OCOC=3C=1)[C:5](=[O:16])N2CCCCC.[Br:27][C:28]1[CH:36]=[CH:35][CH:34]=[C:33]2[C:29]=1[CH:30]([C:44]1[C:45]([OH:55])=[CH:46][C:47]3[O:51][C:50]([CH3:53])([CH3:52])[CH2:49][C:48]=3[CH:54]=1)[C:31](=[O:43])[N:32]2[CH2:37][C:38]([O:40][CH2:41][CH3:42])=[O:39]. (6) Given the product [Cl:3][C:4]1[CH:9]=[CH:8][C:7]([C:10]2[CH:11]=[CH:12][C:13]([C:16]#[C:17][C:18]3[CH:30]=[CH:29][C:21]4[S:22][C:23]([C:25]([OH:27])=[O:26])=[CH:24][C:20]=4[CH:19]=3)=[N:14][CH:15]=2)=[CH:6][CH:5]=1, predict the reactants needed to synthesize it. The reactants are: [OH-].[Na+].[Cl:3][C:4]1[CH:9]=[CH:8][C:7]([C:10]2[CH:11]=[CH:12][C:13]([C:16]#[C:17][C:18]3[CH:30]=[CH:29][C:21]4[S:22][C:23]([C:25]([O:27]C)=[O:26])=[CH:24][C:20]=4[CH:19]=3)=[N:14][CH:15]=2)=[CH:6][CH:5]=1.Cl.